From a dataset of Catalyst prediction with 721,799 reactions and 888 catalyst types from USPTO. Predict which catalyst facilitates the given reaction. (1) Reactant: Cl[C:2]1[N:7]=[CH:6][N:5]=[C:4]([N:8]([CH3:27])[C:9](=[O:26])[NH:10][C:11]2[C:12]([F:25])=[C:13]([NH:18][S:19]([CH2:22][CH2:23][CH3:24])(=[O:21])=[O:20])[CH:14]=[CH:15][C:16]=2[F:17])[CH:3]=1.[CH3:28][N:29]1[CH:33]=[CH:32][C:31]([NH2:34])=[N:30]1. Product: [F:25][C:12]1[C:11]([NH:10][C:9]([N:8]([CH3:27])[C:4]2[CH:3]=[C:2]([NH:34][C:31]3[CH:32]=[CH:33][N:29]([CH3:28])[N:30]=3)[N:7]=[CH:6][N:5]=2)=[O:26])=[C:16]([F:17])[CH:15]=[CH:14][C:13]=1[NH:18][S:19]([CH2:22][CH2:23][CH3:24])(=[O:21])=[O:20]. The catalyst class is: 32. (2) Reactant: [CH3:1][C:2]1[CH:7]=[CH:6][CH:5]=[C:4]([CH3:8])[C:3]=1B(O)O.[CH:12]1([C:15]2[NH:19][C:18]3[CH:20]=[C:21]([C:25]4[C:26]([CH3:31])=[N:27][O:28][C:29]=4[CH3:30])[CH:22]=[C:23](I)[C:17]=3[N:16]=2)[CH2:14][CH2:13]1.C(=O)([O-])[O-].[Cs+].[Cs+]. Product: [CH:12]1([C:15]2[NH:19][C:18]3[CH:20]=[C:21]([C:25]4[C:26]([CH3:31])=[N:27][O:28][C:29]=4[CH3:30])[CH:22]=[C:23]([C:3]4[C:4]([CH3:8])=[CH:5][CH:6]=[CH:7][C:2]=4[CH3:1])[C:17]=3[N:16]=2)[CH2:14][CH2:13]1. The catalyst class is: 149. (3) Reactant: OS(O)(=O)=O.[OH:6][C:7]1[C:8]([C:17]([OH:19])=[O:18])=[N:9][C:10]2[C:15]([N:16]=1)=[CH:14][CH:13]=[CH:12][CH:11]=2.[CH3:20]O. Product: [OH:6][C:7]1[C:8]([C:17]([O:19][CH3:20])=[O:18])=[N:9][C:10]2[C:15]([N:16]=1)=[CH:14][CH:13]=[CH:12][CH:11]=2. The catalyst class is: 13. (4) Reactant: Cl[C:2]1[N:10]=[CH:9][N:8]=[C:7]2[C:3]=1[N:4]=[C:5]([C:11]1[CH:16]=[CH:15][CH:14]=[C:13]([Cl:17])[CH:12]=1)[NH:6]2.[Si:18]([O:25][C@@H:26]1[C@H:30]([CH2:31][O:32][Si:33]([C:36]([CH3:39])([CH3:38])[CH3:37])([CH3:35])[CH3:34])[CH2:29][C@@H:28]([NH2:40])[CH2:27]1)([C:21]([CH3:24])([CH3:23])[CH3:22])([CH3:20])[CH3:19].C(N(CC)C(C)C)(C)C. Product: [Si:18]([O:25][C@@H:26]1[C@H:30]([CH2:31][O:32][Si:33]([C:36]([CH3:39])([CH3:38])[CH3:37])([CH3:34])[CH3:35])[CH2:29][C@@H:28]([NH:40][C:3]2[N:4]=[C:5]([C:11]3[CH:16]=[CH:15][CH:14]=[C:13]([Cl:17])[CH:12]=3)[N:6]=[C:7]3[C:2]=2[N:10]=[CH:9][NH:8]3)[CH2:27]1)([C:21]([CH3:24])([CH3:23])[CH3:22])([CH3:20])[CH3:19]. The catalyst class is: 8. (5) Reactant: CN(C(ON1N=NC2C=CC=NC1=2)=[N+](C)C)C.F[P-](F)(F)(F)(F)F.[Cl:25][C:26]1[N:31]=[CH:30][C:29]([C:32]([OH:34])=O)=[CH:28][CH:27]=1.CCN(C(C)C)C(C)C.[CH3:44][C@@H:45]1[NH:50][CH2:49][CH2:48][N:47]([S:51]([C:54]2[CH:59]=[CH:58][C:57]([C:60]([F:63])([F:62])[F:61])=[CH:56][CH:55]=2)(=[O:53])=[O:52])[CH2:46]1. Product: [Cl:25][C:26]1[N:31]=[CH:30][C:29]([C:32]([N:50]2[CH2:49][CH2:48][N:47]([S:51]([C:54]3[CH:55]=[CH:56][C:57]([C:60]([F:63])([F:61])[F:62])=[CH:58][CH:59]=3)(=[O:52])=[O:53])[CH2:46][C@@H:45]2[CH3:44])=[O:34])=[CH:28][CH:27]=1. The catalyst class is: 3. (6) Reactant: [Si]([O:18][CH2:19][C:20]([F:55])([CH3:54])[CH2:21][N:22]1[C@H:34]([CH3:35])[CH2:33][C:32]2[C:31]3[C:26](=[CH:27][CH:28]=[C:29]([F:36])[CH:30]=3)[NH:25][C:24]=2[C@H:23]1[C:37]1[C:42]([F:43])=[CH:41][C:40]([NH:44][CH:45]2[CH2:48][N:47]([CH2:49][CH2:50][CH2:51][F:52])[CH2:46]2)=[CH:39][C:38]=1[F:53])(C(C)(C)C)(C1C=CC=CC=1)C1C=CC=CC=1.CCCC[N+](CCCC)(CCCC)CCCC.[F-]. Product: [F:43][C:42]1[CH:41]=[C:40]([NH:44][CH:45]2[CH2:46][N:47]([CH2:49][CH2:50][CH2:51][F:52])[CH2:48]2)[CH:39]=[C:38]([F:53])[C:37]=1[CH:23]1[C:24]2[NH:25][C:26]3[C:31]([C:32]=2[CH2:33][CH:34]([CH3:35])[N:22]1[CH2:21][C:20]([F:55])([CH3:54])[CH2:19][OH:18])=[CH:30][C:29]([F:36])=[CH:28][CH:27]=3. The catalyst class is: 1. (7) Reactant: [H-].[Na+].[C:3](#[N:5])[CH3:4].[N:6]1[CH:11]=[CH:10][N:9]=[CH:8][C:7]=1[C:12](OC)=[O:13]. Product: [O:13]=[C:12]([C:7]1[CH:8]=[N:9][CH:10]=[CH:11][N:6]=1)[CH2:4][C:3]#[N:5]. The catalyst class is: 38.